From a dataset of Forward reaction prediction with 1.9M reactions from USPTO patents (1976-2016). Predict the product of the given reaction. Given the reactants [CH:1]([OH:3])=[O:2].[CH:4]([C:7]1[CH:12]=[CH:11][CH:10]=[CH:9][C:8]=1[N:13]1[CH2:18][CH2:17][N:16]([CH2:19][CH2:20]C2C3(CCCCC3)CC(=O)O2)[CH2:15][CH2:14]1)([CH3:6])[CH3:5].CC1C=CC(S(OCC[CH2:45][CH:46]2[CH2:50][C:49]3([CH2:55][CH2:54][CH2:53][CH2:52][CH2:51]3)[C:48](=[O:56])[O:47]2)(=O)=O)=CC=1.CC1C=CC(S(OCCC2C3(CCCCC3)CC(=O)O2)(=O)=O)=CC=1, predict the reaction product. The product is: [CH:1]([OH:3])=[O:2].[CH:4]([C:7]1[CH:12]=[CH:11][CH:10]=[CH:9][C:8]=1[N:13]1[CH2:18][CH2:17][N:16]([CH2:19][CH2:20][CH2:45][CH:46]2[CH2:50][C:49]3([CH2:55][CH2:54][CH2:53][CH2:52][CH2:51]3)[C:48](=[O:56])[O:47]2)[CH2:15][CH2:14]1)([CH3:6])[CH3:5].